This data is from Catalyst prediction with 721,799 reactions and 888 catalyst types from USPTO. The task is: Predict which catalyst facilitates the given reaction. (1) Reactant: F[C:2]1[CH:3]=[C:4]2[C:9](=[CH:10][C:11]=1[N+:12]([O-:14])=[O:13])[NH:8][C:7](=[O:15])[N:6]([NH:16][S:17]([CH3:20])(=[O:19])=[O:18])[C:5]2=[O:21].[CH3:22][O:23][CH2:24][CH:25]([NH2:27])[CH3:26].Cl. Product: [CH3:22][O:23][CH2:24][CH:25]([NH:27][C:2]1[CH:3]=[C:4]2[C:9](=[CH:10][C:11]=1[N+:12]([O-:14])=[O:13])[NH:8][C:7](=[O:15])[N:6]([NH:16][S:17]([CH3:20])(=[O:19])=[O:18])[C:5]2=[O:21])[CH3:26]. The catalyst class is: 8. (2) Reactant: [CH3:1][O:2][C:3]1[CH:4]=[C:5]([S:9]([NH:12][CH2:13][CH2:14][C:15]([OH:17])=O)(=[O:11])=[O:10])[CH:6]=[CH:7][CH:8]=1.O.ON1C2C=CC=CC=2N=N1.Cl.C(N=C=NCCCN(C)C)C.CN1CCOCC1.[NH2:48][C:49]([C:57]1[CH:64]=[CH:63][C:60]([C:61]#[N:62])=[C:59]([F:65])[CH:58]=1)([C:51]1[N:52]([CH3:56])[CH:53]=[N:54][CH:55]=1)[CH3:50]. Product: [C:61]([C:60]1[CH:63]=[CH:64][C:57]([C:49]([NH:48][C:15](=[O:17])[CH2:14][CH2:13][NH:12][S:9]([C:5]2[CH:6]=[CH:7][CH:8]=[C:3]([O:2][CH3:1])[CH:4]=2)(=[O:10])=[O:11])([C:51]2[N:52]([CH3:56])[CH:53]=[N:54][CH:55]=2)[CH3:50])=[CH:58][C:59]=1[F:65])#[N:62]. The catalyst class is: 3. (3) Reactant: COC[O:4][C:5]1[CH:6]=[C:7]([C:16]2[N:17]=[C:18]3[C:24]([C:25](=[O:30])[C:26]([CH3:29])([CH3:28])[CH3:27])=[CH:23][N:22]([CH2:31][O:32][CH2:33][CH2:34][Si:35]([CH3:38])([CH3:37])[CH3:36])[C:19]3=[N:20][CH:21]=2)[CH:8]=[C:9]([N:11]2[CH2:15][CH2:14][CH2:13][CH2:12]2)[CH:10]=1.Cl.C(OCC)(=O)C.C([O-])([O-])=O.[Na+].[Na+]. Product: [OH:4][C:5]1[CH:6]=[C:7]([C:16]2[N:17]=[C:18]3[C:24]([C:25](=[O:30])[C:26]([CH3:29])([CH3:27])[CH3:28])=[CH:23][N:22]([CH2:31][O:32][CH2:33][CH2:34][Si:35]([CH3:38])([CH3:37])[CH3:36])[C:19]3=[N:20][CH:21]=2)[CH:8]=[C:9]([N:11]2[CH2:15][CH2:14][CH2:13][CH2:12]2)[CH:10]=1. The catalyst class is: 2. (4) Reactant: [C:1]([C:5]1[CH:6]=[C:7]2[C:12](=[CH:13][CH:14]=1)[C:11](=[O:15])[N:10]([C:16]1[CH:26]=[CH:25][CH:24]=[C:23]([C:27]3[CH:32]=[C:31]([NH:33][C:34]4[CH:39]=[CH:38][C:37]([C:40]([N:42]5[CH2:47][CH2:46][O:45][CH2:44][CH2:43]5)=[O:41])=[CH:36][N:35]=4)[C:30](=[O:48])[N:29]([CH3:49])[CH:28]=3)[C:17]=1[CH2:18][O:19]C(=O)C)[CH2:9][CH2:8]2)([CH3:4])([CH3:3])[CH3:2].CO.O.O.[OH-].[Li+]. Product: [C:1]([C:5]1[CH:6]=[C:7]2[C:12](=[CH:13][CH:14]=1)[C:11](=[O:15])[N:10]([C:16]1[CH:26]=[CH:25][CH:24]=[C:23]([C:27]3[CH:32]=[C:31]([NH:33][C:34]4[CH:39]=[CH:38][C:37]([C:40]([N:42]5[CH2:43][CH2:44][O:45][CH2:46][CH2:47]5)=[O:41])=[CH:36][N:35]=4)[C:30](=[O:48])[N:29]([CH3:49])[CH:28]=3)[C:17]=1[CH2:18][OH:19])[CH2:9][CH2:8]2)([CH3:4])([CH3:2])[CH3:3]. The catalyst class is: 1. (5) Reactant: CC(C)([O-])C.[K+].C([O:9][C:10](=O)[CH2:11][N:12]([C:14](=[O:30])[CH2:15][C:16]1[CH:21]=[CH:20][CH:19]=[CH:18][C:17]=1[O:22][C:23]1[CH:28]=[CH:27][C:26]([Cl:29])=[CH:25][CH:24]=1)[CH3:13])C.O. Product: [Cl:29][C:26]1[CH:27]=[CH:28][C:23]([O:22][C:17]2[CH:18]=[CH:19][CH:20]=[CH:21][C:16]=2[CH:15]2[C:10](=[O:9])[CH2:11][N:12]([CH3:13])[C:14]2=[O:30])=[CH:24][CH:25]=1. The catalyst class is: 11. (6) Reactant: [C:1]([C:5]1[O:6][C:7]2[C:8](=[C:10]([C:14]([OH:16])=O)[CH:11]=[CH:12][CH:13]=2)[N:9]=1)([CH3:4])([CH3:3])[CH3:2].Cl.Cl.[NH2:19][C@H:20]1[CH:25]2[CH2:26][CH2:27][N:22]([CH2:23][CH2:24]2)[CH2:21]1.Cl.C(N=C=NCCCN(C)C)C.ON1C2C=CC=CC=2N=N1.C(N(CC)CC)C. Product: [N:22]12[CH2:27][CH2:26][CH:25]([CH2:24][CH2:23]1)[C@H:20]([NH:19][C:14]([C:10]1[CH:11]=[CH:12][CH:13]=[C:7]3[O:6][C:5]([C:1]([CH3:2])([CH3:3])[CH3:4])=[N:9][C:8]=13)=[O:16])[CH2:21]2. The catalyst class is: 174. (7) Reactant: Cl.[OH:2][CH:3]([CH3:7])[C:4](=[NH:6])[NH2:5].[H-].[Na+].[C:10]([N:12]=[C:13](SC)[S:14][CH3:15])#[N:11]. Product: [NH2:11][C:10]1[N:12]=[C:13]([S:14][CH3:15])[N:5]=[C:4]([CH:3]([OH:2])[CH3:7])[N:6]=1. The catalyst class is: 9. (8) Reactant: [Cl:1][C:2]1[CH:22]=[CH:21][CH:20]=[C:19]([C:23]([F:26])([F:25])[F:24])[C:3]=1[CH2:4][N:5]1[C:13]2[C:8](=[C:9]([F:17])[CH:10]=[C:11]([C:14](O)=[O:15])[CH:12]=2)[C:7]([I:18])=[N:6]1.CN(C(ON1N=NC2C=CC=NC1=2)=[N+](C)C)C.F[P-](F)(F)(F)(F)F.Cl.[CH3:52][O:53][CH:54]1[CH2:57][NH:56][CH2:55]1.CCN(C(C)C)C(C)C. Product: [Cl:1][C:2]1[CH:22]=[CH:21][CH:20]=[C:19]([C:23]([F:26])([F:24])[F:25])[C:3]=1[CH2:4][N:5]1[C:13]2[C:8](=[C:9]([F:17])[CH:10]=[C:11]([C:14]([N:56]3[CH2:57][CH:54]([O:53][CH3:52])[CH2:55]3)=[O:15])[CH:12]=2)[C:7]([I:18])=[N:6]1. The catalyst class is: 18. (9) Reactant: [CH3:1][O:2][C:3]1[CH:4]=[C:5]([C@H:11]2[CH2:16][CH2:15][CH2:14][CH2:13][C@H:12]2[NH:17][C:18](=O)[C:19]2[CH:24]=[CH:23][C:22]([S:25]([CH3:28])(=[O:27])=[O:26])=[CH:21][CH:20]=2)[CH:6]=[CH:7][C:8]=1[O:9][CH3:10].P(Cl)(Cl)(Cl)=O. Product: [CH3:10][O:9][C:8]1[CH:7]=[C:6]2[C:5](=[CH:4][C:3]=1[O:2][CH3:1])[C@H:11]1[C@H:12]([CH2:13][CH2:14][CH2:15][CH2:16]1)[N:17]=[C:18]2[C:19]1[CH:24]=[CH:23][C:22]([S:25]([CH3:28])(=[O:27])=[O:26])=[CH:21][CH:20]=1. The catalyst class is: 11.